Dataset: Peptide-MHC class II binding affinity with 134,281 pairs from IEDB. Task: Regression. Given a peptide amino acid sequence and an MHC pseudo amino acid sequence, predict their binding affinity value. This is MHC class II binding data. (1) The peptide sequence is LKLLVEDFKTTVSNSL. The MHC is H-2-IAb with pseudo-sequence H-2-IAb. The binding affinity (normalized) is 0.716. (2) The peptide sequence is GELQIVDKIDPAFKI. The MHC is DRB5_0101 with pseudo-sequence DRB5_0101. The binding affinity (normalized) is 0.813.